This data is from Peptide-MHC class II binding affinity with 134,281 pairs from IEDB. The task is: Regression. Given a peptide amino acid sequence and an MHC pseudo amino acid sequence, predict their binding affinity value. This is MHC class II binding data. (1) The peptide sequence is ERMSRLSKVAPVIKARMMEY. The MHC is DRB1_0401 with pseudo-sequence DRB1_0401. The binding affinity (normalized) is 0. (2) The peptide sequence is HLKELIARNTWTLKKL. The MHC is DRB1_0302 with pseudo-sequence QEFFIASGAAVDAIMESSFEYYDLQKRNYHVGFT. The binding affinity (normalized) is 0. (3) The peptide sequence is LIIMDEAHFTDPASI. The MHC is DRB3_0101 with pseudo-sequence DRB3_0101. The binding affinity (normalized) is 0.841.